From a dataset of Forward reaction prediction with 1.9M reactions from USPTO patents (1976-2016). Predict the product of the given reaction. (1) Given the reactants [CH2:1]([N:7]1[CH2:12]C[C:10]([C:14]2[CH:19]=[CH:18][CH:17]=[C:16]([C:20](OC)=[NH:21])[CH:15]=2)([CH3:13])[CH:9](C)[CH2:8]1)[CH2:2][CH2:3][CH2:4][CH2:5][CH3:6].[CH:25]([NH:27][NH2:28])=O.[CH2:29](O)[CH3:30], predict the reaction product. The product is: [NH3:7].[CH2:1]([N:7]1[CH2:8][CH2:9][C:10]([CH3:13])([C:14]2[CH:19]=[CH:18][CH:17]=[C:16]([C:20]3[N:21]=[CH:25][NH:27][N:28]=3)[CH:15]=2)[CH:29]([CH3:30])[CH2:12]1)[CH2:2][CH2:3][CH2:4][CH2:5][CH3:6]. (2) The product is: [Br:1][C:2]1[CH:3]=[CH:4][CH:5]=[C:6]2[C:11]=1[N:10]=[C:9]([CH2:12][Br:20])[CH:8]=[CH:7]2. Given the reactants [Br:1][C:2]1[CH:3]=[CH:4][CH:5]=[C:6]2[C:11]=1[N:10]=[C:9]([CH3:12])[CH:8]=[CH:7]2.C1C(=O)N([Br:20])C(=O)C1, predict the reaction product. (3) Given the reactants [F:1][C@H:2]1[C@@H:7]([N:8]2[CH2:11][C:10]([CH2:34][C:35]#[N:36])([N:12]3[CH:16]=[C:15]([C:17]4[C:18]5[CH:25]=[CH:24][N:23](COCC[Si](C)(C)C)[C:19]=5[N:20]=[CH:21][N:22]=4)[CH:14]=[N:13]3)[CH2:9]2)[CH2:6][CH2:5][NH:4][CH2:3]1.[F:37][C:38]1[C:46]([C:47]([F:50])([F:49])[F:48])=[N:45][CH:44]=[CH:43][C:39]=1[C:40](O)=[O:41].F[P-](F)(F)(F)(F)F.N1(O[P+](N(C)C)(N(C)C)N(C)C)C2C=CC=CC=2N=N1.C(N(CC)CC)C, predict the reaction product. The product is: [F:1][C@H:2]1[C@@H:7]([N:8]2[CH2:9][C:10]([CH2:34][C:35]#[N:36])([N:12]3[CH:16]=[C:15]([C:17]4[C:18]5[CH:25]=[CH:24][NH:23][C:19]=5[N:20]=[CH:21][N:22]=4)[CH:14]=[N:13]3)[CH2:11]2)[CH2:6][CH2:5][N:4]([C:40](=[O:41])[C:39]2[CH:43]=[CH:44][N:45]=[C:46]([C:47]([F:50])([F:48])[F:49])[C:38]=2[F:37])[CH2:3]1. (4) The product is: [NH2:21][C:7]1[C:8]([C:11]2[CH:16]=[CH:15][C:14]([S:17]([CH3:20])(=[O:19])=[O:18])=[CH:13][CH:12]=2)=[N:9][O:10][C:6]=1[C:4]([NH2:22])=[O:3]. Given the reactants C([O:3][C:4]([C:6]1[O:10][N:9]=[C:8]([C:11]2[CH:16]=[CH:15][C:14]([S:17]([CH3:20])(=[O:19])=[O:18])=[CH:13][CH:12]=2)[C:7]=1[NH2:21])=O)C.[NH4+:22].[OH-], predict the reaction product.